Dataset: Full USPTO retrosynthesis dataset with 1.9M reactions from patents (1976-2016). Task: Predict the reactants needed to synthesize the given product. (1) Given the product [Cl:42][C:38]1[N:39]=[C:4]([C@@H:8]2[C@@H:12]([C:13]3[CH:18]=[C:17]([F:19])[CH:16]=[CH:15][C:14]=3[F:20])[O:11][C:10](=[O:21])[NH:9]2)[CH:3]=[CH:2][N:37]=1, predict the reactants needed to synthesize it. The reactants are: Br[C:2]1[CH:3]=[C:4]([C@@H:8]2[C@@H:12]([C:13]3[CH:18]=[C:17]([F:19])[CH:16]=[CH:15][C:14]=3[F:20])[O:11][C:10](=[O:21])[NH:9]2)C=NC=1.Cl.Cl.N[C@H](C1C=C[N:39]=[C:38]([Cl:42])[N:37]=1)[C@@H](C1C=C(F)C=CC=1F)O. (2) The reactants are: [F:1][C:2]([F:18])([F:17])[C:3]1[N:8]=[CH:7][C:6]([C:9]2[CH:14]=[C:13]([CH2:15][NH2:16])[CH:12]=[CH:11][N:10]=2)=[CH:5][N:4]=1.[F:19][C:20]1[CH:25]=[CH:24][C:23]([S:26]([N:29]([CH2:33][C:34](O)=[O:35])[CH:30]([CH3:32])[CH3:31])(=[O:28])=[O:27])=[CH:22][CH:21]=1.CN(C(ON1N=NC2C=CC=NC1=2)=[N+](C)C)C.F[P-](F)(F)(F)(F)F.C(N(CC)C(C)C)(C)C.OS([O-])(=O)=O.[K+]. Given the product [F:19][C:20]1[CH:21]=[CH:22][C:23]([S:26]([N:29]([CH:30]([CH3:32])[CH3:31])[CH2:33][C:34]([NH:16][CH2:15][C:13]2[CH:12]=[CH:11][N:10]=[C:9]([C:6]3[CH:5]=[N:4][C:3]([C:2]([F:1])([F:17])[F:18])=[N:8][CH:7]=3)[CH:14]=2)=[O:35])(=[O:27])=[O:28])=[CH:24][CH:25]=1, predict the reactants needed to synthesize it. (3) Given the product [NH2:16][C:12]1[CH:13]=[CH:14][CH:15]=[C:8]([O:7][CH:1]2[CH2:2][CH2:3][CH2:4][CH2:5][CH2:6]2)[C:9]=1[C:10]#[N:11], predict the reactants needed to synthesize it. The reactants are: [CH:1]1([O:7][C:8]2[CH:15]=[CH:14][CH:13]=[C:12]([N+:16]([O-])=O)[C:9]=2[C:10]#[N:11])[CH2:6][CH2:5][CH2:4][CH2:3][CH2:2]1.CCOC(C)=O. (4) The reactants are: Cl.[NH2:2][C:3]1[C:8]([C:9]#[N:10])=[C:7]([C:11]2[CH:27]=[CH:26][C:14]([O:15][CH2:16][CH2:17][O:18][C:19](=[O:25])[CH2:20][CH2:21][C:22]([OH:24])=[O:23])=[CH:13][CH:12]=2)[C:6]([C:28]#[N:29])=[C:5]([S:30][CH2:31][C:32]2[N:33]=[C:34]([C:37]3[CH:42]=[CH:41][C:40]([Cl:43])=[CH:39][CH:38]=3)[S:35][CH:36]=2)[N:4]=1.O.[OH-].[Na+:46]. Given the product [Na+:46].[NH2:2][C:3]1[C:8]([C:9]#[N:10])=[C:7]([C:11]2[CH:12]=[CH:13][C:14]([O:15][CH2:16][CH2:17][O:18][C:19](=[O:25])[CH2:20][CH2:21][C:22]([O-:24])=[O:23])=[CH:26][CH:27]=2)[C:6]([C:28]#[N:29])=[C:5]([S:30][CH2:31][C:32]2[N:33]=[C:34]([C:37]3[CH:38]=[CH:39][C:40]([Cl:43])=[CH:41][CH:42]=3)[S:35][CH:36]=2)[N:4]=1, predict the reactants needed to synthesize it. (5) Given the product [Cl:21][CH2:20][O:13][P:6](=[O:12])([O:7][C:8]([CH3:11])([CH3:10])[CH3:9])[O:5][C:1]([CH3:4])([CH3:2])[CH3:3], predict the reactants needed to synthesize it. The reactants are: [C:1]([O:5][P:6](=[O:13])([OH:12])[O:7][C:8]([CH3:11])([CH3:10])[CH3:9])([CH3:4])([CH3:3])[CH3:2].C([O-])(O)=O.[Na+].O.[CH2:20](Cl)[Cl:21]. (6) The reactants are: [Br:1][C:2]1[CH:11]=[C:10]2[C:5]([N:6]=[CH:7][C:8](Cl)=[N:9]2)=[CH:4][CH:3]=1.[O:13]=[C:14]1[NH:19][CH2:18][CH2:17][N:16]([C:20]([O:22][C:23]([CH3:26])([CH3:25])[CH3:24])=[O:21])[CH2:15]1.C(=O)([O-])[O-].[Cs+].[Cs+]. Given the product [Br:1][C:2]1[CH:11]=[C:10]2[C:5]([N:6]=[CH:7][C:8]([N:19]3[CH2:18][CH2:17][N:16]([C:20]([O:22][C:23]([CH3:25])([CH3:24])[CH3:26])=[O:21])[CH2:15][C:14]3=[O:13])=[N:9]2)=[CH:4][CH:3]=1, predict the reactants needed to synthesize it. (7) Given the product [CH3:1][C:2]1([N:14]2[CH2:19][CH2:18][CH:17]([N:20]3[C:24]4[CH:25]=[CH:26][C:27]([CH3:29])=[CH:28][C:23]=4[NH:22][C:21]3=[O:30])[CH2:16][CH2:15]2)[CH2:6][CH2:5][N:4]([C:7]([O:9][CH:10]([CH3:12])[CH3:11])=[O:8])[CH2:3]1, predict the reactants needed to synthesize it. The reactants are: [CH3:1][C:2]1([N:14]2[CH2:19][CH2:18][CH:17]([N:20]3[C:24]4[CH:25]=[CH:26][C:27]([CH3:29])=[CH:28][C:23]=4[NH:22][C:21]3=[O:30])[CH2:16][CH2:15]2)[CH2:6][CH2:5][N:4]([C:7]([O:9][C:10](C)([CH3:12])[CH3:11])=[O:8])[CH2:3]1.C(Cl)(=O)OC(C)C. (8) The reactants are: C(OC(=O)[N:7]([CH:27]([CH3:29])[CH3:28])[C:8]1[C:9]2[N:10]([C:14]([C:17]3[CH:22]=[CH:21][N:20]=[C:19](S(C)(=O)=O)[N:18]=3)=[CH:15][N:16]=2)[CH:11]=[CH:12][N:13]=1)(C)(C)C.[NH2:31][C:32]1[CH:37]=[CH:36][CH:35]=[CH:34][CH:33]=1.Cl. Given the product [CH:27]([NH:7][C:8]1[C:9]2[N:10]([C:14]([C:17]3[CH:22]=[CH:21][N:20]=[C:19]([NH:31][C:32]4[CH:37]=[CH:36][CH:35]=[CH:34][CH:33]=4)[N:18]=3)=[CH:15][N:16]=2)[CH:11]=[CH:12][N:13]=1)([CH3:28])[CH3:29], predict the reactants needed to synthesize it.